Dataset: Full USPTO retrosynthesis dataset with 1.9M reactions from patents (1976-2016). Task: Predict the reactants needed to synthesize the given product. (1) Given the product [C:11]1([O:10][C:9](=[O:17])[NH:8][C:6]2[S:5][N:4]=[C:3]([O:2][CH3:1])[N:7]=2)[CH:16]=[CH:15][CH:14]=[CH:13][CH:12]=1, predict the reactants needed to synthesize it. The reactants are: [CH3:1][O:2][C:3]1[N:7]=[C:6]([NH2:8])[S:5][N:4]=1.[C:9](Cl)(=[O:17])[O:10][C:11]1[CH:16]=[CH:15][CH:14]=[CH:13][CH:12]=1.C(N(CC)CC)C.O. (2) Given the product [Cl:30][C:17]1[CH:18]=[C:19]([C:25]#[C:26][CH2:27][O:28][CH3:29])[C:20]2[O:21][CH2:22][O:23][C:24]=2[C:16]=1[NH:15][C:9]1[C:8]2[C:13](=[CH:14][C:5]([O:4][CH2:3][CH2:2][NH:40][CH2:41][CH2:42][CH2:43][OH:44])=[C:6]([O:31][CH3:32])[CH:7]=2)[N:12]=[CH:11][N:10]=1, predict the reactants needed to synthesize it. The reactants are: Cl[CH2:2][CH2:3][O:4][C:5]1[CH:14]=[C:13]2[C:8]([C:9]([NH:15][C:16]3[C:24]4[O:23][CH2:22][O:21][C:20]=4[C:19]([C:25]#[C:26][CH2:27][O:28][CH3:29])=[CH:18][C:17]=3[Cl:30])=[N:10][CH:11]=[N:12]2)=[CH:7][C:6]=1[O:31][CH3:32].C(N(CC)CC)C.[NH2:40][CH2:41][CH2:42][CH2:43][OH:44].COC(O)C. (3) Given the product [Cl:14][C:11]1[CH:12]=[CH:13][C:8]([CH:7]([CH:15]([C:19]2[CH:20]=[CH:21][C:22]([C:23]([NH:48][CH2:47][CH2:46][C:45]([O:44][CH3:43])=[O:49])=[O:24])=[CH:26][CH:27]=2)[CH2:16][CH2:17][CH3:18])[C:6]([O:5][C:1]([CH3:4])([CH3:2])[CH3:3])=[O:28])=[CH:9][CH:10]=1, predict the reactants needed to synthesize it. The reactants are: [C:1]([O:5][C:6](=[O:28])[CH:7]([CH:15]([C:19]1[CH:27]=[CH:26][C:22]([C:23](O)=[O:24])=[CH:21][CH:20]=1)[CH2:16][CH2:17][CH3:18])[C:8]1[CH:13]=[CH:12][C:11]([Cl:14])=[CH:10][CH:9]=1)([CH3:4])([CH3:3])[CH3:2].C(Cl)CCl.C1C=CC2N(O)N=NC=2C=1.[CH3:43][O:44][C:45](=[O:49])[CH2:46][CH2:47][NH2:48].CCN(C(C)C)C(C)C. (4) Given the product [F:1][C:2]1[CH:7]=[CH:6][C:5]([S:12]([NH2:16])(=[O:15])=[O:13])=[CH:4][C:3]=1[N+:8]([O-:10])=[O:9], predict the reactants needed to synthesize it. The reactants are: [F:1][C:2]1[CH:7]=[CH:6][CH:5]=[CH:4][C:3]=1[N+:8]([O-:10])=[O:9].Cl[S:12]([OH:15])(=O)=[O:13].[NH4+:16].[OH-].Cl. (5) Given the product [CH3:24][O:23][C:21](=[O:22])[C:20](=[O:25])[CH2:12][C:11]([C:14]1[N:15]=[N:16][CH:17]=[CH:18][CH:19]=1)=[O:13], predict the reactants needed to synthesize it. The reactants are: C[Si]([N-][Si](C)(C)C)(C)C.[Li+].[C:11]([C:14]1[N:15]=[N:16][CH:17]=[CH:18][CH:19]=1)(=[O:13])[CH3:12].[C:20](OC)(=[O:25])[C:21]([O:23][CH3:24])=[O:22]. (6) The reactants are: [CH3:1][C:2]([O:5][CH2:6][C@@H:7]([C:37]([O:39]C)=[O:38])[NH:8][C:9]([C:11]1[S:12][C:13]([C:29]2[CH:34]=[CH:33][C:32]([O:35][CH3:36])=[CH:31][CH:30]=2)=[CH:14][C:15]=1[NH:16][C:17]([NH:19][C:20]1[C:25]([CH3:26])=[CH:24][C:23]([CH3:27])=[CH:22][C:21]=1[CH3:28])=[O:18])=[O:10])([CH3:4])[CH3:3].[OH-].[Li+]. Given the product [CH3:4][C:2]([O:5][CH2:6][C@@H:7]([C:37]([OH:39])=[O:38])[NH:8][C:9]([C:11]1[S:12][C:13]([C:29]2[CH:30]=[CH:31][C:32]([O:35][CH3:36])=[CH:33][CH:34]=2)=[CH:14][C:15]=1[NH:16][C:17]([NH:19][C:20]1[C:25]([CH3:26])=[CH:24][C:23]([CH3:27])=[CH:22][C:21]=1[CH3:28])=[O:18])=[O:10])([CH3:1])[CH3:3], predict the reactants needed to synthesize it. (7) Given the product [F:33][C:30]([F:31])([F:32])[C:29]([N:5]1[CH2:8][C:7]([N+:12]([O-:14])=[O:13])([N+:9]([O-:11])=[O:10])[CH2:6]1)=[O:34], predict the reactants needed to synthesize it. The reactants are: C([N:5]1[CH2:8][C:7]([N+:12]([O-:14])=[O:13])([N+:9]([O-:11])=[O:10])[CH2:6]1)(C)(C)C.B(F)(F)F.CCOCC.[F:31][C:30]([F:33])([F:32])[C:29](O[C:29](=[O:34])[C:30]([F:33])([F:32])[F:31])=[O:34]. (8) The reactants are: [Cl:1][C:2]1[CH:7]=[CH:6][C:5]([CH:8]([C:15]2[CH:20]=[CH:19][CH:18]=[CH:17][CH:16]=2)[N:9]2[CH2:14][CH2:13][NH:12][CH2:11][CH2:10]2)=[CH:4][CH:3]=1.[O:21]=[C:22]1[C:26]([C:33]2[CH:38]=[CH:37][CH:36]=[CH:35][CH:34]=2)([C:27]2[CH:32]=[CH:31][CH:30]=[CH:29][CH:28]=2)[CH2:25][CH2:24][N:23]1[CH2:39][C:40](O)=[O:41].Cl.C(N=C=NCCCN(C)C)C. Given the product [Cl:1][C:2]1[CH:3]=[CH:4][C:5]([CH:8]([C:15]2[CH:16]=[CH:17][CH:18]=[CH:19][CH:20]=2)[N:9]2[CH2:10][CH2:11][N:12]([C:40](=[O:41])[CH2:39][N:23]3[CH2:24][CH2:25][C:26]([C:27]4[CH:32]=[CH:31][CH:30]=[CH:29][CH:28]=4)([C:33]4[CH:38]=[CH:37][CH:36]=[CH:35][CH:34]=4)[C:22]3=[O:21])[CH2:13][CH2:14]2)=[CH:6][CH:7]=1, predict the reactants needed to synthesize it. (9) Given the product [N:1]1[CH:2]=[CH:3][C:4]([C:7]2[C:8]([C:15]3[CH:16]=[C:17]([NH:21][C:31]([NH:30][C:27]4[CH:26]=[CH:25][C:24]([C:23]([F:22])([F:33])[F:34])=[CH:29][CH:28]=4)=[O:32])[CH:18]=[CH:19][CH:20]=3)=[N:9][N:10]3[CH:14]=[CH:13][S:12][C:11]=23)=[CH:5][CH:6]=1, predict the reactants needed to synthesize it. The reactants are: [N:1]1[CH:6]=[CH:5][C:4]([C:7]2[C:8]([C:15]3[CH:16]=[C:17]([NH2:21])[CH:18]=[CH:19][CH:20]=3)=[N:9][N:10]3[CH:14]=[CH:13][S:12][C:11]=23)=[CH:3][CH:2]=1.[F:22][C:23]([F:34])([F:33])[C:24]1[CH:29]=[CH:28][C:27]([N:30]=[C:31]=[O:32])=[CH:26][CH:25]=1. (10) Given the product [Cl:1][C:2]1[CH:10]=[C:9]([F:11])[C:8]([N+:12]([O-:14])=[O:13])=[CH:7][C:3]=1[C:4]([OH:6])=[O:5], predict the reactants needed to synthesize it. The reactants are: [Cl:1][C:2]1[CH:10]=[C:9]([F:11])[CH:8]=[CH:7][C:3]=1[C:4]([OH:6])=[O:5].[N+:12]([O-])([OH:14])=[O:13].